From a dataset of Reaction yield outcomes from USPTO patents with 853,638 reactions. Predict the reaction yield, written as a fraction of the theoretical maximum amount of product (1.0 means a 100% yield; for example, 0.34 means a 34% yield). (1) The reactants are [CH3:1][O:2][C:3]([C@@H:5]1[CH2:18][C@H:17]([OH:19])[C:16](=[O:20])[C@H:15]2[C@@:6]1([CH3:28])[CH2:7][CH2:8][C@H:9]1[C@:14]2([CH3:21])[CH2:13][C@@H:12]([C:22]2[CH:26]=[CH:25][O:24][CH:23]=2)[O:11][C:10]1=[O:27])=[O:4].[C:29](O[C:29](=[O:32])[CH2:30][CH3:31])(=[O:32])[CH2:30][CH3:31].CO. The yield is 0.780. The catalyst is CN(C1C=CN=CC=1)C.C(Cl)Cl. The product is [CH3:1][O:2][C:3]([C@@H:5]1[CH2:18][C@H:17]([O:19][C:29](=[O:32])[CH2:30][CH3:31])[C:16](=[O:20])[C@H:15]2[C@@:6]1([CH3:28])[CH2:7][CH2:8][C@@H:9]1[C@:14]2([CH3:21])[CH2:13][C@@H:12]([C:22]2[CH:26]=[CH:25][O:24][CH:23]=2)[O:11][C:10]1=[O:27])=[O:4]. (2) The reactants are [NH2:1][CH2:2][C:3]1[CH:8]=[N:7][C:6]([CH3:9])=[CH:5][N:4]=1.[S:10]1[CH2:16][C:14](=[O:15])[NH:13][C:11]1=S.CCN(C(C)C)C(C)C. The catalyst is C(#N)C. The product is [CH3:9][C:6]1[N:7]=[CH:8][C:3]([CH2:2][NH:1][C:11]2[S:10][CH2:16][C:14](=[O:15])[N:13]=2)=[N:4][CH:5]=1. The yield is 0.250. (3) The reactants are Cl[C:2]1[CH:3]=[C:4]([NH:10][C:11]2[CH:20]=[C:14]3[CH2:15][N:16]([CH3:19])[CH2:17][CH2:18][N:13]3[N:12]=2)[C:5](=[O:9])[N:6]([CH3:8])[N:7]=1.[C:21]([O:24][CH2:25][C:26]1[C:27]([N:41]2[CH2:52][CH2:51][N:50]3[C:43](=[CH:44][C:45]4[CH2:46][C:47]([CH3:54])([CH3:53])[CH2:48][C:49]=43)[C:42]2=[O:55])=[N:28][CH:29]=[CH:30][C:31]=1B1OC(C)(C)C(C)(C)O1)(=[O:23])[CH3:22].[O-]P([O-])([O-])=O.[K+].[K+].[K+].C([O-])(=O)C.[Na+]. The catalyst is C1C=CC(P(C2C=CC=CC=2)[C-]2C=CC=C2)=CC=1.C1C=CC(P(C2C=CC=CC=2)[C-]2C=CC=C2)=CC=1.Cl[Pd]Cl.[Fe+2].O.C(#N)C. The product is [C:21]([O:24][CH2:25][C:26]1[C:27]([N:41]2[CH2:52][CH2:51][N:50]3[C:43](=[CH:44][C:45]4[CH2:46][C:47]([CH3:54])([CH3:53])[CH2:48][C:49]=43)[C:42]2=[O:55])=[N:28][CH:29]=[CH:30][C:31]=1[C:2]1[CH:3]=[C:4]([NH:10][C:11]2[CH:20]=[C:14]3[CH2:15][N:16]([CH3:19])[CH2:17][CH2:18][N:13]3[N:12]=2)[C:5](=[O:9])[N:6]([CH3:8])[N:7]=1)(=[O:23])[CH3:22]. The yield is 0.380. (4) The reactants are [N+:1]([C:4]1[CH:31]=[CH:30][C:7]2[NH:8][C:9]3[N:10]([N:11]=[C:12]([C:17]4[CH:22]=[CH:21][C:20]([O:23][C:24]5[CH:29]=[CH:28][CH:27]=[CH:26][CH:25]=5)=[CH:19][CH:18]=4)[C:13]=3[C:14]([NH2:16])=[O:15])[C:6]=2[CH:5]=1)([O-])=O. The catalyst is CC(O)=O.[Zn]. The product is [NH2:1][C:4]1[CH:31]=[CH:30][C:7]2[NH:8][C:9]3[N:10]([N:11]=[C:12]([C:17]4[CH:18]=[CH:19][C:20]([O:23][C:24]5[CH:29]=[CH:28][CH:27]=[CH:26][CH:25]=5)=[CH:21][CH:22]=4)[C:13]=3[C:14]([NH2:16])=[O:15])[C:6]=2[CH:5]=1. The yield is 0.500. (5) The reactants are [CH2:1]([O:8][C:9](=[O:24])[CH:10]([NH:16][C:17]([O:19][C:20]([CH3:23])([CH3:22])[CH3:21])=[O:18])[CH2:11][CH2:12][C:13](O)=[O:14])[C:2]1[CH:7]=[CH:6][CH:5]=[CH:4][CH:3]=1.C(OC(Cl)=O)C.[BH4-].[Na+].Cl. The catalyst is C1COCC1.O. The product is [CH2:1]([O:8][C:9](=[O:24])[CH:10]([NH:16][C:17]([O:19][C:20]([CH3:22])([CH3:21])[CH3:23])=[O:18])[CH2:11][CH2:12][CH2:13][OH:14])[C:2]1[CH:7]=[CH:6][CH:5]=[CH:4][CH:3]=1. The yield is 0.750. (6) The reactants are [N:1]1[C:10]2[C:5](=[CH:6][CH:7]=[CH:8][CH:9]=2)[CH:4]=[CH:3][C:2]=1[NH:11][CH2:12][CH2:13][CH2:14][NH2:15].[NH:16]1[CH:20]=[CH:19][CH:18]=[C:17]1[CH:21]=O. No catalyst specified. The product is [NH:16]1[CH:20]=[CH:19][CH:18]=[C:17]1[CH2:21][NH:15][CH2:14][CH2:13][CH2:12][NH:11][C:2]1[CH:3]=[CH:4][C:5]2[C:10](=[CH:9][CH:8]=[CH:7][CH:6]=2)[N:1]=1. The yield is 0.610. (7) The yield is 0.380. The catalyst is C1COCC1. The product is [Br:1][C:2]1[CH:7]=[CH:6][C:5]([O:8][CH:11]2[CH2:16][CH2:15][N:14]([C:17]([O:19][C:20]([CH3:23])([CH3:22])[CH3:21])=[O:18])[CH2:13][CH2:12]2)=[C:4]([F:9])[CH:3]=1. The reactants are [Br:1][C:2]1[CH:7]=[CH:6][C:5]([OH:8])=[C:4]([F:9])[CH:3]=1.O[CH:11]1[CH2:16][CH2:15][N:14]([C:17]([O:19][C:20]([CH3:23])([CH3:22])[CH3:21])=[O:18])[CH2:13][CH2:12]1.C1(P(C2C=CC=CC=2)C2C=CC=CC=2)C=CC=CC=1.CC(OC(/N=N/C(OC(C)C)=O)=O)C. (8) The reactants are [NH2:1][C:2]1[N:7]=[C:6]([S:8][CH3:9])[C:5]([C:10]#[N:11])=[C:4]([C:12]2[S:13][CH:14]=[CH:15][CH:16]=2)[N:3]=1.C1(C2[O:25]N2S(C2C=CC=CC=2)(=O)=O)C=CC=CC=1. The catalyst is ClCCl. The product is [NH2:1][C:2]1[N:7]=[C:6]([S:8]([CH3:9])=[O:25])[C:5]([C:10]#[N:11])=[C:4]([C:12]2[S:13][CH:14]=[CH:15][CH:16]=2)[N:3]=1. The yield is 0.550.